This data is from Reaction yield outcomes from USPTO patents with 853,638 reactions. The task is: Predict the reaction yield, written as a fraction of the theoretical maximum amount of product (1.0 means a 100% yield; for example, 0.34 means a 34% yield). (1) The reactants are C[O:2][C:3]([C:5]1[C:13]([NH:14][C:15]2[CH:20]=[CH:19][C:18]([Br:21])=[CH:17][C:16]=2[CH3:22])=[C:12]([F:23])[C:8]2[NH:9][CH:10]=[N:11][C:7]=2[CH:6]=1)=O.O.[NH2:25][NH2:26]. The catalyst is CCO. The product is [Br:21][C:18]1[CH:19]=[CH:20][C:15]([NH:14][C:13]2[C:5]([C:3]([NH:25][NH2:26])=[O:2])=[CH:6][C:7]3[NH:11][CH:10]=[N:9][C:8]=3[C:12]=2[F:23])=[C:16]([CH3:22])[CH:17]=1. The yield is 0.810. (2) The reactants are C(OC([N:8]1[C@@H:12]([C:13]([CH3:21])=[CH:14][C:15]2[CH:20]=[CH:19][CH:18]=[CH:17][CH:16]=2)[CH2:11][O:10]C1(C)C)=O)(C)(C)C. The catalyst is Cl.O1CCOCC1. The product is [NH2:8][C@@H:12]([C:13]([CH3:21])=[CH:14][C:15]1[CH:20]=[CH:19][CH:18]=[CH:17][CH:16]=1)[CH2:11][OH:10]. The yield is 0.870. (3) The reactants are [Cl:1][C:2]1[CH:7]=[CH:6][C:5]([C@H:8]2[CH2:12][CH2:11][C@H:10]([C:13]3[CH:18]=[CH:17][C:16]([Cl:19])=[C:15]([N+:20]([O-:22])=[O:21])[CH:14]=3)[N:9]2[C:23]2[CH:28]=[CH:27][C:26](I)=[CH:25][CH:24]=2)=[CH:4][C:3]=1[N+:30]([O-:32])=[O:31].CC1(C)C(C)(C)OB([C:41]2[CH:42]=[CH:43][C:44]([N:47]3[CH2:52][CH2:51][O:50][CH2:49][CH2:48]3)=[N:45][CH:46]=2)O1.P([O-])([O-])([O-])=O.[K+].[K+].[K+].O. The catalyst is C1COCC1.C1C=CC(/C=C/C(/C=C/C2C=CC=CC=2)=O)=CC=1.C1C=CC(/C=C/C(/C=C/C2C=CC=CC=2)=O)=CC=1.[Pd]. The product is [Cl:1][C:2]1[CH:7]=[CH:6][C:5]([C@H:8]2[CH2:12][CH2:11][C@H:10]([C:13]3[CH:18]=[CH:17][C:16]([Cl:19])=[C:15]([N+:20]([O-:22])=[O:21])[CH:14]=3)[N:9]2[C:23]2[CH:28]=[CH:27][C:26]([C:41]3[CH:42]=[CH:43][C:44]([N:47]4[CH2:48][CH2:49][O:50][CH2:51][CH2:52]4)=[N:45][CH:46]=3)=[CH:25][CH:24]=2)=[CH:4][C:3]=1[N+:30]([O-:32])=[O:31]. The yield is 0.510. (4) The reactants are [Cl:1][C:2]1[CH:7]=[CH:6][CH:5]=[CH:4][C:3]=1[C:8]1[C:16]2[O:15][CH:14]([CH2:17][NH:18]C(=O)OCC3C=CC=CC=3)[CH2:13][C:12]=2[CH:11]=[CH:10][CH:9]=1.I[Si](C)(C)C.Cl. The catalyst is C(#N)C.C(O)(C)C. The product is [Cl:1][C:2]1[CH:7]=[CH:6][CH:5]=[CH:4][C:3]=1[C:8]1[C:16]2[O:15][CH:14]([CH2:17][NH2:18])[CH2:13][C:12]=2[CH:11]=[CH:10][CH:9]=1. The yield is 0.580. (5) The reactants are [CH3:1][C:2]1[O:6][N:5]=[C:4]([C:7]2[CH:12]=[CH:11][CH:10]=[CH:9][CH:8]=2)[C:3]=1[CH2:13][OH:14].Cl[C:16]1[N:21]=[C:20]([C:22]#[N:23])[CH:19]=[CH:18][CH:17]=1.[H-].[Na+].C1OCCOCCOCCOCCOCCOC1. The product is [CH3:1][C:2]1[O:6][N:5]=[C:4]([C:7]2[CH:12]=[CH:11][CH:10]=[CH:9][CH:8]=2)[C:3]=1[CH2:13][O:14][C:16]1[N:21]=[C:20]([C:22]#[N:23])[CH:19]=[CH:18][CH:17]=1. The catalyst is C1(C)C=CC=CC=1.C(OCC)(=O)C. The yield is 0.240. (6) The reactants are O[N:2]=[CH:3][NH:4][C:5]1[CH:10]=[CH:9][C:8]([CH2:11][N:12]2[C:20]3[C:15](=[CH:16][CH:17]=[CH:18][CH:19]=3)[C:14]3([C:32]4[C:23](=[CH:24][C:25]5[O:30][CH2:29][CH2:28][O:27][C:26]=5[CH:31]=4)[O:22][CH2:21]3)[C:13]2=[O:33])=[CH:7][N:6]=1.FC(F)(F)C(OC(=O)C(F)(F)F)=O. The catalyst is O1CCCC1.C(=O)(O)[O-].[Na+]. The product is [N:4]1[CH:3]=[N:2][N:6]2[CH:7]=[C:8]([CH2:11][N:12]3[C:20]4[C:15](=[CH:16][CH:17]=[CH:18][CH:19]=4)[C:14]4([C:32]5[C:23](=[CH:24][C:25]6[O:30][CH2:29][CH2:28][O:27][C:26]=6[CH:31]=5)[O:22][CH2:21]4)[C:13]3=[O:33])[CH:9]=[CH:10][C:5]=12. The yield is 0.540. (7) The reactants are Br[C:2]1[N:3]([CH:17]([CH3:19])[CH3:18])[C:4]2[CH:5]=[C:6]([Cl:16])[CH:7]=[C:8]([C:12]([O:14][CH3:15])=[O:13])[C:9]=2[C:10]=1[CH3:11].[CH3:20]B1OB(C)OB(C)O1.C(=O)([O-])[O-].[K+].[K+].CCOC(C)=O. The catalyst is O1CCOCC1.C1C=CC([P]([Pd]([P](C2C=CC=CC=2)(C2C=CC=CC=2)C2C=CC=CC=2)([P](C2C=CC=CC=2)(C2C=CC=CC=2)C2C=CC=CC=2)[P](C2C=CC=CC=2)(C2C=CC=CC=2)C2C=CC=CC=2)(C2C=CC=CC=2)C2C=CC=CC=2)=CC=1. The product is [Cl:16][C:6]1[CH:7]=[C:8]([C:12]([O:14][CH3:15])=[O:13])[C:9]2[C:10]([CH3:11])=[C:2]([CH3:20])[N:3]([CH:17]([CH3:19])[CH3:18])[C:4]=2[CH:5]=1. The yield is 0.810. (8) The reactants are [S:1]1[CH:5]=[CH:4][CH:3]=[C:2]1[CH2:6][CH2:7][C:8](O)=[O:9].CO.CCOCC.C(OCC)(=O)C. The catalyst is C1COCC1. The product is [S:1]1[CH:5]=[CH:4][CH:3]=[C:2]1[CH2:6][CH2:7][CH2:8][OH:9]. The yield is 0.970.